Predict the product of the given reaction. From a dataset of Forward reaction prediction with 1.9M reactions from USPTO patents (1976-2016). (1) Given the reactants CO.[OH:3][CH2:4][CH2:5][NH:6][C:7]1[CH:13]=[CH:12][C:11]([C:14]2[O:15][C:16]3[CH:22]=[CH:21][CH:20]=[CH:19][C:17]=3[N:18]=2)=[CH:10][C:8]=1[NH2:9].Cl.[C:24](=N)(OC)[CH3:25], predict the reaction product. The product is: [O:15]1[C:16]2[CH:22]=[CH:21][CH:20]=[CH:19][C:17]=2[N:18]=[C:14]1[C:11]1[CH:12]=[CH:13][C:7]2[N:6]([CH2:5][CH2:4][OH:3])[C:24]([CH3:25])=[N:9][C:8]=2[CH:10]=1. (2) Given the reactants [CH:1]([NH:4][CH:5]([CH3:8])[CH2:6][OH:7])([CH3:3])[CH3:2].[H-].[Na+].[CH3:11][O:12][CH2:13]Cl.C(=O)([O-])O.[Na+], predict the reaction product. The product is: [CH:1]([NH:4][CH:5]([CH3:8])[CH2:6][O:7][CH2:11][O:12][CH3:13])([CH3:3])[CH3:2]. (3) Given the reactants [CH:1]12[NH:9][CH:5]([CH2:6][CH2:7][CH2:8]1)[CH2:4][C:3]([C:10]1[NH:27][C:13]3=[N:14][CH:15]=[CH:16][C:17]([C:18]4[CH:23]=[C:22]([F:24])[CH:21]=[CH:20][C:19]=4[O:25][CH3:26])=[C:12]3[CH:11]=1)=[CH:2]2.[CH3:28][NH:29][C:30](=O)[O:31]N1C(=O)CCC1=O.C(N(CC)CC)C, predict the reaction product. The product is: [C:19]([O-:25])(=[O:31])[CH3:20].[NH4+:9].[F:24][C:22]1[CH:21]=[CH:20][C:19]([O:25][CH3:26])=[C:18]([C:17]2[CH:16]=[CH:15][N:14]=[C:13]3[NH:27][C:10]([C:3]4[CH2:4][CH:5]5[N:9]([C:30]([NH:29][CH3:28])=[O:31])[CH:1]([CH2:8][CH2:7][CH2:6]5)[CH:2]=4)=[CH:11][C:12]=23)[CH:23]=1. (4) Given the reactants [F:1][C:2]([F:14])([F:13])[C:3]([NH:5][C:6]1[CH:11]=[CH:10][CH:9]=[C:8]([CH3:12])[N:7]=1)=[O:4].CC1N=C(N)C=CC=1.FC(F)(F)C(OC(=O)C(F)(F)F)=O.[Br:36]N1C(=O)CCC1=O.C(OOC(=O)C1C=CC=CC=1)(=O)C1C=CC=CC=1, predict the reaction product. The product is: [Br:36][CH2:12][C:8]1[N:7]=[C:6]([NH:5][C:3](=[O:4])[C:2]([F:1])([F:13])[F:14])[CH:11]=[CH:10][CH:9]=1. (5) Given the reactants [CH:1]([NH2:4])([CH3:3])[CH3:2].CCN(C(C)C)C(C)C.Cl.[Cl:15][C:16]1[CH:21]=[CH:20][N:19]=[C:18]([C:22](Cl)=[O:23])[CH:17]=1, predict the reaction product. The product is: [Cl:15][C:16]1[CH:21]=[CH:20][N:19]=[C:18]([C:22]([NH:4][CH:1]([CH3:3])[CH3:2])=[O:23])[CH:17]=1. (6) Given the reactants [F:1][C:2]1[CH:7]=[CH:6][C:5]([Mg]Br)=[CH:4][CH:3]=1.CO[CH:12]=[C:13]=[CH2:14], predict the reaction product. The product is: [F:1][C:2]1[CH:7]=[CH:6][C:5]([CH2:14][C:13]#[CH:12])=[CH:4][CH:3]=1. (7) The product is: [CH3:23][O:24][C:25](=[O:47])[C@H:26]([CH:44]([CH3:46])[CH3:45])[NH:27][C:28](=[O:43])[C@H:29]([CH:40]([CH3:42])[CH3:41])[NH:30][C:31](=[O:39])[C@H:32]([CH2:34][O:35][CH2:36][CH:37]=[CH2:38])[NH:33][C:14](=[O:15])[C@@H:13]1[CH2:17][CH2:18][CH2:19][N:12]1[C:10](=[O:11])[C@@H:9]1[CH2:20][CH2:21][CH2:22][N:8]1[C:6]([O:5][C:1]([CH3:2])([CH3:4])[CH3:3])=[O:7]. Given the reactants [C:1]([O:5][C:6]([N:8]1[CH2:22][CH2:21][CH2:20][C@H:9]1[C:10]([N:12]1[CH2:19][CH2:18][CH2:17][C@H:13]1[C:14](O)=[O:15])=[O:11])=[O:7])([CH3:4])([CH3:3])[CH3:2].[CH3:23][O:24][C:25](=[O:47])[C@H:26]([CH:44]([CH3:46])[CH3:45])[NH:27][C:28](=[O:43])[C@H:29]([CH:40]([CH3:42])[CH3:41])[NH:30][C:31](=[O:39])[C@H:32]([CH2:34][O:35][CH2:36][CH:37]=[CH2:38])[NH2:33].C1C=C2N=NN(O)C2=CC=1.O.CCN=C=NCCCN(C)C.Cl, predict the reaction product. (8) Given the reactants [CH3:1][C:2]1[CH:14]=[CH:13][C:12]2[NH:11][C:10]3[CH2:9][CH2:8][N:7]4[CH2:15][CH2:16][CH2:17][CH:6]4[C:5]=3[C:4]=2[CH:3]=1.[H-].[Na+].[CH3:20][C:21]1[N:26]=[CH:25][C:24]([CH2:27][CH2:28]OS(C2C=CC(C)=CC=2)(=O)=O)=[CH:23][CH:22]=1, predict the reaction product. The product is: [CH3:1][C:2]1[CH:14]=[CH:13][C:12]2[N:11]([CH2:28][CH2:27][C:24]3[CH:25]=[N:26][C:21]([CH3:20])=[CH:22][CH:23]=3)[C:10]3[CH2:9][CH2:8][N:7]4[CH2:15][CH2:16][CH2:17][CH:6]4[C:5]=3[C:4]=2[CH:3]=1. (9) The product is: [NH:1]1[C:5]2=[N:6][CH:7]=[C:8]([O:10][C:11]3[CH:20]=[C:19]([N:21]4[CH2:22][CH2:23][N:24]([CH2:27][C:28]5[CH2:29][O:30][C:31]([CH3:42])([CH3:41])[CH2:32][C:33]=5[C:34]5[CH:35]=[CH:36][C:37]([Cl:40])=[CH:38][CH:39]=5)[CH2:25][CH2:26]4)[CH:18]=[CH:17][C:12]=3[C:13]([OH:15])=[O:14])[CH:9]=[C:4]2[CH:3]=[CH:2]1. Given the reactants [NH:1]1[C:5]2=[N:6][CH:7]=[C:8]([O:10][C:11]3[CH:20]=[C:19]([N:21]4[CH2:26][CH2:25][N:24]([CH2:27][C:28]5[CH2:29][O:30][C:31]([CH3:42])([CH3:41])[CH2:32][C:33]=5[C:34]5[CH:39]=[CH:38][C:37]([Cl:40])=[CH:36][CH:35]=5)[CH2:23][CH2:22]4)[CH:18]=[CH:17][C:12]=3[C:13]([O:15]C)=[O:14])[CH:9]=[C:4]2[CH:3]=[CH:2]1.O[Li].O.Cl, predict the reaction product.